From a dataset of Forward reaction prediction with 1.9M reactions from USPTO patents (1976-2016). Predict the product of the given reaction. (1) Given the reactants B.[Cl:2][C:3]1[CH:4]=[C:5]([CH:22]=[CH:23][C:24]=1[Cl:25])[O:6][CH:7]1[CH2:12][CH2:11][N:10]([C:13]([CH:15]2[CH2:19][CH:18]([OH:20])[CH:17]([OH:21])[CH2:16]2)=O)[CH2:9][CH2:8]1, predict the reaction product. The product is: [Cl:2][C:3]1[CH:4]=[C:5]([CH:22]=[CH:23][C:24]=1[Cl:25])[O:6][CH:7]1[CH2:12][CH2:11][N:10]([CH2:13][CH:15]2[CH2:19][CH:18]([OH:20])[CH:17]([OH:21])[CH2:16]2)[CH2:9][CH2:8]1. (2) Given the reactants [Br:1][C:2]1[CH:3]=[C:4]([NH:8][C:9]2[C:14]([NH2:15])=[CH:13][CH:12]=[CH:11][N:10]=2)[CH:5]=[CH:6][CH:7]=1.[N+:16]([O-])([O-])=O.[Na+], predict the reaction product. The product is: [Br:1][C:2]1[CH:3]=[C:4]([N:8]2[C:9]3=[N:10][CH:11]=[CH:12][CH:13]=[C:14]3[N:15]=[N:16]2)[CH:5]=[CH:6][CH:7]=1. (3) Given the reactants [CH3:1][CH:2]1[CH2:7][CH2:6][NH:5][CH:4]([C:8]([OH:10])=[O:9])[CH2:3]1.[C:11](O[C:11]([O:13][C:14]([CH3:17])([CH3:16])[CH3:15])=[O:12])([O:13][C:14]([CH3:17])([CH3:16])[CH3:15])=[O:12].[CH2:26](O)[CH:27]=[CH2:28].C1(N=C=NC2CCCCC2)CCCCC1, predict the reaction product. The product is: [C:14]([O:13][C:11]([N:5]1[CH2:6][CH2:7][C@@H:2]([CH3:1])[CH2:3][C@@H:4]1[C:8]([O:10][CH2:28][CH:27]=[CH2:26])=[O:9])=[O:12])([CH3:17])([CH3:16])[CH3:15]. (4) Given the reactants Br[C:2]1[CH:3]=[C:4]([CH:33]=[CH:34][CH:35]=1)[CH2:5][N:6]1[C:10]2[CH:11]=[C:12]([O:15][CH2:16][C:17]3[CH:22]=[CH:21][C:20]([CH3:23])=[CH:19][N:18]=3)[CH:13]=[CH:14][C:9]=2[N:8]=[C:7]1[C@H:24]1[CH2:29][CH2:28][CH2:27][CH2:26][C@H:25]1[C:30]([OH:32])=[O:31].Cl.[F:37][C:38]1([F:42])[CH2:41][NH:40][CH2:39]1, predict the reaction product. The product is: [F:37][C:38]1([F:42])[CH2:41][N:40]([C:2]2[CH:3]=[C:4]([CH:33]=[CH:34][CH:35]=2)[CH2:5][N:6]2[C:10]3[CH:11]=[C:12]([O:15][CH2:16][C:17]4[CH:22]=[CH:21][C:20]([CH3:23])=[CH:19][N:18]=4)[CH:13]=[CH:14][C:9]=3[N:8]=[C:7]2[C@H:24]2[CH2:29][CH2:28][CH2:27][CH2:26][C@H:25]2[C:30]([OH:32])=[O:31])[CH2:39]1. (5) Given the reactants [Cl:1][C:2]1[N:7]=[N:6][C:5]([NH2:8])=[C:4]([O:9]C)[CH:3]=1.[F:11][C:12]1[CH:13]=[C:14]([CH2:19][S:20](Cl)(=[O:22])=[O:21])[CH:15]=[CH:16][C:17]=1[F:18].B(Br)(Br)Br.C(Cl)Cl.C([O-])(O)=O.[Na+], predict the reaction product. The product is: [Cl:1][C:2]1[N:7]=[N:6][C:5]([NH:8][S:20]([CH2:19][C:14]2[CH:15]=[CH:16][C:17]([F:18])=[C:12]([F:11])[CH:13]=2)(=[O:22])=[O:21])=[C:4]([OH:9])[CH:3]=1.